Dataset: Reaction yield outcomes from USPTO patents with 853,638 reactions. Task: Predict the reaction yield, written as a fraction of the theoretical maximum amount of product (1.0 means a 100% yield; for example, 0.34 means a 34% yield). (1) The reactants are [CH:1]1[C:10]2[C:11]3[CH2:16][NH:15][CH2:14][CH2:13][C:12]=3[N:8]3[C:9]=2[C:4]([CH2:5][CH2:6][CH2:7]3)=[CH:3][CH:2]=1.[BH3-]C#N.[Na+].[OH-].[Na+].O. The catalyst is C(O)(C(F)(F)F)=O. The product is [CH:1]1[C:10]2[C@H:11]3[CH2:16][NH:15][CH2:14][CH2:13][C@H:12]3[N:8]3[C:9]=2[C:4]([CH2:5][CH2:6][CH2:7]3)=[CH:3][CH:2]=1. The yield is 0.680. (2) The reactants are [Cl-].O[NH3+:3].[C:4](=[O:7])([O-])[OH:5].[Na+].CS(C)=O.[CH2:13]([N:20]1[C:25](=[O:26])[C:24]([CH2:27][C:28]2[CH:33]=[CH:32][C:31]([C:34]3[C:35]([C:40]#[N:41])=[CH:36][CH:37]=[CH:38][CH:39]=3)=[CH:30][CH:29]=2)=[C:23]([CH2:42][CH2:43][CH2:44][CH3:45])[N:22]=[C:21]1[CH3:46])[C:14]1[CH:19]=[CH:18][CH:17]=[CH:16][CH:15]=1. The catalyst is C(OCC)(=O)C. The product is [CH2:13]([N:20]1[C:25](=[O:26])[C:24]([CH2:27][C:28]2[CH:33]=[CH:32][C:31]([C:34]3[CH:39]=[CH:38][CH:37]=[CH:36][C:35]=3[C:40]3[NH:3][C:4](=[O:7])[O:5][N:41]=3)=[CH:30][CH:29]=2)=[C:23]([CH2:42][CH2:43][CH2:44][CH3:45])[N:22]=[C:21]1[CH3:46])[C:14]1[CH:15]=[CH:16][CH:17]=[CH:18][CH:19]=1. The yield is 0.490. (3) The reactants are [CH3:1][CH:2]([N:4]1[C:12](/[CH:13]=[CH:14]/[C@H:15]([OH:24])[CH2:16][C@H:17]([OH:23])[CH2:18][C:19]([O:21]C)=[O:20])=[C:11]([C:25]2[CH:30]=[CH:29][C:28]([F:31])=[CH:27][CH:26]=2)[C:10]2[C:5]1=[CH:6][CH:7]=[CH:8][CH:9]=2)[CH3:3].[OH-].[Na+:33]. The catalyst is CC(C)=O. The product is [CH3:3][CH:2]([N:4]1[C:12](/[CH:13]=[CH:14]/[CH:15]([OH:24])[CH2:16][CH:17]([OH:23])[CH2:18][C:19]([O-:21])=[O:20])=[C:11]([C:25]2[CH:26]=[CH:27][C:28]([F:31])=[CH:29][CH:30]=2)[C:10]2[CH:9]=[CH:8][CH:7]=[CH:6][C:5]1=2)[CH3:1].[Na+:33]. The yield is 0.762. (4) The catalyst is O. The reactants are Cl[C:2]1[CH:7]=[C:6]([CH2:8][O:9][CH3:10])[N:5]=[C:4]([C:11]2[CH:16]=[CH:15][CH:14]=[C:13]([CH3:17])[CH:12]=2)[N:3]=1.[CH3:18][O:19][C:20]1[CH:25]=[CH:24][C:23]([NH2:26])=[CH:22][CH:21]=1.Cl. The product is [CH3:18][O:19][C:20]1[CH:25]=[CH:24][C:23]([NH:26][C:2]2[CH:7]=[C:6]([CH2:8][O:9][CH3:10])[N:5]=[C:4]([C:11]3[CH:16]=[CH:15][CH:14]=[C:13]([CH3:17])[CH:12]=3)[N:3]=2)=[CH:22][CH:21]=1. The yield is 0.410. (5) The reactants are [CH2:1]([OH:4])[CH2:2][OH:3].[H-].[Na+].[Cl:7][C:8]1[N:9]=[N:10][C:11]([Cl:15])=[CH:12][C:13]=1Cl.BrC1C(Cl)=C(Cl)N=NC=1. The catalyst is O1CCCC1. The product is [Cl:7][C:8]1[N:9]=[N:10][C:11]([Cl:15])=[CH:12][C:13]=1[O:3][CH2:2][CH2:1][OH:4]. The yield is 0.830. (6) The reactants are C[O:2][C:3]([C:5]1[S:6][C:7]([C:27]2[CH:32]=[CH:31][CH:30]=[CH:29][CH:28]=2)=[CH:8][C:9]=1[N:10]([CH:20]1[CH2:25][CH2:24][CH:23]([OH:26])[CH2:22][CH2:21]1)[C:11]([CH:13]1[CH2:18][CH2:17][CH:16]([CH3:19])[CH2:15][CH2:14]1)=[O:12])=[O:4].[H-].[Na+].I[CH3:36]. The catalyst is C1COCC1.[I-].C([N+](CCCC)(CCCC)CCCC)CCC. The product is [CH3:36][O:26][CH:23]1[CH2:24][CH2:25][CH:20]([N:10]([C:11]([CH:13]2[CH2:18][CH2:17][CH:16]([CH3:19])[CH2:15][CH2:14]2)=[O:12])[C:9]2[CH:8]=[C:7]([C:27]3[CH:28]=[CH:29][CH:30]=[CH:31][CH:32]=3)[S:6][C:5]=2[C:3]([OH:2])=[O:4])[CH2:21][CH2:22]1. The yield is 0.180.